Dataset: Reaction yield outcomes from USPTO patents with 853,638 reactions. Task: Predict the reaction yield, written as a fraction of the theoretical maximum amount of product (1.0 means a 100% yield; for example, 0.34 means a 34% yield). (1) The reactants are C([O:3][C:4](=[O:35])[CH2:5][CH2:6][N:7]1[N:11]=[N:10][C:9]([CH2:12][O:13][C:14]2[CH:19]=[CH:18][C:17]([C:20](=[N:22][O:23][CH2:24][C:25]3[CH:30]=[CH:29][C:28]([C:31]([F:34])([F:33])[F:32])=[CH:27][CH:26]=3)[CH3:21])=[CH:16][N:15]=2)=[N:8]1)C.[OH-].[Na+].O.Cl. The catalyst is C(O)C. The product is [F:34][C:31]([F:32])([F:33])[C:28]1[CH:29]=[CH:30][C:25]([CH2:24][O:23][N:22]=[C:20]([C:17]2[CH:18]=[CH:19][C:14]([O:13][CH2:12][C:9]3[N:10]=[N:11][N:7]([CH2:6][CH2:5][C:4]([OH:35])=[O:3])[N:8]=3)=[N:15][CH:16]=2)[CH3:21])=[CH:26][CH:27]=1. The yield is 0.220. (2) The reactants are Br[C:2]1[N:7]=[C:6]([CH3:8])[C:5]([F:9])=[CH:4][CH:3]=1.[F:10][C:11]1[CH:16]=[CH:15][CH:14]=[C:13]([F:17])[C:12]=1B(O)O.CCN(C(C)C)C(C)C. The catalyst is C(O)C.C1(C)C=CC=CC=1.C1C=CC([P]([Pd]([P](C2C=CC=CC=2)(C2C=CC=CC=2)C2C=CC=CC=2)([P](C2C=CC=CC=2)(C2C=CC=CC=2)C2C=CC=CC=2)[P](C2C=CC=CC=2)(C2C=CC=CC=2)C2C=CC=CC=2)(C2C=CC=CC=2)C2C=CC=CC=2)=CC=1. The product is [F:10][C:11]1[CH:16]=[CH:15][CH:14]=[C:13]([F:17])[C:12]=1[C:2]1[N:7]=[C:6]([CH3:8])[C:5]([F:9])=[CH:4][CH:3]=1. The yield is 0.880.